From a dataset of Catalyst prediction with 721,799 reactions and 888 catalyst types from USPTO. Predict which catalyst facilitates the given reaction. (1) Reactant: C(O[C:6]([N:8](C)[CH2:9][CH2:10][C:11]([NH:13][CH2:14][CH2:15][CH2:16][CH2:17][P+:18]([C:31]1[CH:36]=[CH:35][CH:34]=[CH:33][CH:32]=1)([C:25]1[CH:30]=[CH:29][CH:28]=[CH:27][CH:26]=1)[C:19]1[CH:24]=[CH:23][CH:22]=[CH:21][CH:20]=1)=[O:12])=O)(C)(C)C.[Br-:38].Cl.C(OCC)C.N. Product: [CH3:6][NH:8][CH2:9][CH2:10][C:11]([NH:13][CH2:14][CH2:15][CH2:16][CH2:17][P+:18]([C:31]1[CH:36]=[CH:35][CH:34]=[CH:33][CH:32]=1)([C:25]1[CH:26]=[CH:27][CH:28]=[CH:29][CH:30]=1)[C:19]1[CH:20]=[CH:21][CH:22]=[CH:23][CH:24]=1)=[O:12].[Br-:38]. The catalyst class is: 61. (2) Reactant: Br[C:2]1[CH:3]=[C:4]([CH:8]2[CH2:10][CH2:9]2)[CH:5]=[CH:6][CH:7]=1.[Li]CCCC.[C:16]([C:20]1[CH:33]=[CH:32][C:23]([CH2:24][N:25]2[CH2:29][CH2:28]OS2(=O)=O)=[CH:22][CH:21]=1)([CH3:19])([CH3:18])[CH3:17]. Product: [C:16]([C:20]1[CH:21]=[CH:22][C:23]([CH2:24][NH:25][CH2:29][CH2:28][C:2]2[CH:7]=[CH:6][CH:5]=[C:4]([CH:8]3[CH2:10][CH2:9]3)[CH:3]=2)=[CH:32][CH:33]=1)([CH3:18])([CH3:17])[CH3:19]. The catalyst class is: 1. (3) Reactant: [Br:1][C:2]1[CH:13]=[CH:12][C:5]([C:6](N(OC)C)=[O:7])=[C:4]([F:14])[CH:3]=1.[CH3:15][Mg]Br.[Cl-].[NH4+]. Product: [Br:1][C:2]1[CH:13]=[CH:12][C:5]([C:6](=[O:7])[CH3:15])=[C:4]([F:14])[CH:3]=1. The catalyst class is: 1. (4) Reactant: [NH2:1][C:2]1[CH:3]=[C:4]([CH:9]=[CH:10][C:11]=1[SH:12])[NH:5][C:6](=[O:8])[CH3:7].[CH2:13](OC=C(C#N)C#N)C. Product: [C:6]([NH:5][C:4]1[CH:9]=[CH:10][C:11]2[S:12][CH:13]=[N:1][C:2]=2[CH:3]=1)(=[O:8])[CH3:7]. The catalyst class is: 52.